From a dataset of Plasma protein binding rate (PPBR) regression data from AstraZeneca. Regression/Classification. Given a drug SMILES string, predict its absorption, distribution, metabolism, or excretion properties. Task type varies by dataset: regression for continuous measurements (e.g., permeability, clearance, half-life) or binary classification for categorical outcomes (e.g., BBB penetration, CYP inhibition). For this dataset (ppbr_az), we predict Y. (1) The drug is Cc1ccc2c(c1)c(-c1ccnc3c(S(C)(=O)=O)cccc13)c(C)n2CC(=O)O. The Y is 93.9 %. (2) The Y is 99.1 %. The drug is Clc1cccc(-c2cnc3ccc(NC4CCOCC4)nn23)c1. (3) The compound is O=C(c1ccc(OCCN2CCCCC2)cc1)c1c(-c2ccc(O)cc2)sc2cc(O)ccc12. The Y is 99.5 %. (4) The compound is N#Cc1cccc(C(=O)NC[C@@H](O)CN2CCC(Oc3ccc(Cl)c(Cl)c3)CC2)c1. The Y is 93.5 %. (5) The compound is Cc1cn([C@H]2CCCN(S(=O)(=O)c3ccc(O)c(Oc4cccc(Br)c4)c3)C2)c(=O)[nH]c1=O. The Y is 98.6 %. (6) The molecule is CCn1cc(C(=O)O)c(=O)c2cc(F)c(N3CCNCC3)nc21. The Y is 34.4 %. (7) The drug is CC(=O)c1cn(Cc2ccccc2)c(=O)n(Cc2ccc(F)cc2)c1=O. The Y is 97.5 %.